This data is from NCI-60 drug combinations with 297,098 pairs across 59 cell lines. The task is: Regression. Given two drug SMILES strings and cell line genomic features, predict the synergy score measuring deviation from expected non-interaction effect. (1) Drug 1: C1=CC(=CC=C1CC(C(=O)O)N)N(CCCl)CCCl.Cl. Drug 2: C1C(C(OC1N2C=C(C(=O)NC2=O)F)CO)O. Cell line: MALME-3M. Synergy scores: CSS=12.8, Synergy_ZIP=-6.10, Synergy_Bliss=0.100, Synergy_Loewe=-0.0523, Synergy_HSA=0.443. (2) Drug 1: CN1CCC(CC1)COC2=C(C=C3C(=C2)N=CN=C3NC4=C(C=C(C=C4)Br)F)OC. Drug 2: COC1=NC(=NC2=C1N=CN2C3C(C(C(O3)CO)O)O)N. Cell line: SK-MEL-28. Synergy scores: CSS=0.781, Synergy_ZIP=0.117, Synergy_Bliss=2.64, Synergy_Loewe=-1.18, Synergy_HSA=-0.774. (3) Drug 1: CC1=C(C=C(C=C1)C(=O)NC2=CC(=CC(=C2)C(F)(F)F)N3C=C(N=C3)C)NC4=NC=CC(=N4)C5=CN=CC=C5. Drug 2: C1=CN(C=N1)CC(O)(P(=O)(O)O)P(=O)(O)O. Cell line: SN12C. Synergy scores: CSS=-9.96, Synergy_ZIP=2.74, Synergy_Bliss=-2.36, Synergy_Loewe=-9.44, Synergy_HSA=-10.2. (4) Drug 1: CC(C)(C#N)C1=CC(=CC(=C1)CN2C=NC=N2)C(C)(C)C#N. Drug 2: C1C(C(OC1N2C=NC(=NC2=O)N)CO)O. Cell line: MDA-MB-435. Synergy scores: CSS=-4.04, Synergy_ZIP=4.49, Synergy_Bliss=4.33, Synergy_Loewe=-0.900, Synergy_HSA=-1.46. (5) Drug 1: C1=NC2=C(N=C(N=C2N1C3C(C(C(O3)CO)O)O)F)N. Drug 2: C1=CC=C(C(=C1)C(C2=CC=C(C=C2)Cl)C(Cl)Cl)Cl. Cell line: OVCAR-5. Synergy scores: CSS=3.08, Synergy_ZIP=0.287, Synergy_Bliss=2.00, Synergy_Loewe=0.684, Synergy_HSA=0.788. (6) Drug 1: B(C(CC(C)C)NC(=O)C(CC1=CC=CC=C1)NC(=O)C2=NC=CN=C2)(O)O. Drug 2: CCC1(C2=C(COC1=O)C(=O)N3CC4=CC5=C(C=CC(=C5CN(C)C)O)N=C4C3=C2)O. Cell line: SK-OV-3. Synergy scores: CSS=68.2, Synergy_ZIP=0.495, Synergy_Bliss=-0.0441, Synergy_Loewe=-2.09, Synergy_HSA=2.83.